This data is from CYP2C19 inhibition data for predicting drug metabolism from PubChem BioAssay. The task is: Regression/Classification. Given a drug SMILES string, predict its absorption, distribution, metabolism, or excretion properties. Task type varies by dataset: regression for continuous measurements (e.g., permeability, clearance, half-life) or binary classification for categorical outcomes (e.g., BBB penetration, CYP inhibition). Dataset: cyp2c19_veith. (1) The compound is O=C1C2=CC[C@H]3C(=O)N(C4CCCCC4)C(=O)[C@@H]3[C@@H]2[C@H](O)[C@@H]2O[C@H]12. The result is 0 (non-inhibitor). (2) The molecule is COc1cccc(-c2csc(N3CCN(CC(=O)NNC(=O)c4ccc(Cl)cc4)CC3)n2)c1. The result is 1 (inhibitor). (3) The compound is CCCNS(=O)(=O)c1ccc(OCC(=O)OC)cc1. The result is 1 (inhibitor).